This data is from Catalyst prediction with 721,799 reactions and 888 catalyst types from USPTO. The task is: Predict which catalyst facilitates the given reaction. (1) Reactant: [CH3:1][C:2]([C:10]1[CH:15]=[CH:14][C:13]([N+:16]([O-])=O)=[CH:12][CH:11]=1)([CH3:9])[CH2:3][CH2:4][NH:5][C:6](=[O:8])[CH3:7].CC(C1C=CC([N+]([O-])=O)=CC=1)(C)CCN. Product: [NH2:16][C:13]1[CH:12]=[CH:11][C:10]([C:2]([CH3:9])([CH3:1])[CH2:3][CH2:4][NH:5][C:6](=[O:8])[CH3:7])=[CH:15][CH:14]=1. The catalyst class is: 19. (2) Reactant: [CH:1]1([S:4]([NH:7][C:8](=[O:14])[O:9][C:10]([CH3:13])([CH3:12])[CH3:11])(=[O:6])=[O:5])[CH2:3][CH2:2]1.C([Li])CCC.[CH2:20]=[O:21]. Product: [OH:21][CH2:20][C:1]1([S:4]([NH:7][C:8](=[O:14])[O:9][C:10]([CH3:11])([CH3:13])[CH3:12])(=[O:6])=[O:5])[CH2:2][CH2:3]1. The catalyst class is: 1. (3) Reactant: [Cl:1][C:2]1[C:10]2[N:9]=[C:8]3[N:11]([C:16]4[C:17]([CH3:24])=[CH:18][C:19]([C:22]#[N:23])=[N:20][CH:21]=4)[CH2:12][CH2:13][CH2:14][CH2:15][N:7]3[C:6]=2[C:5]([CH:25]([CH2:28][CH3:29])[CH2:26][CH3:27])=[CH:4][CH:3]=1.[OH-].[K+].C([OH:36])(C)(C)C. Product: [Cl:1][C:2]1[C:10]2[N:9]=[C:8]3[N:11]([C:16]4[C:17]([CH3:24])=[CH:18][C:19]([C:22]([NH2:23])=[O:36])=[N:20][CH:21]=4)[CH2:12][CH2:13][CH2:14][CH2:15][N:7]3[C:6]=2[C:5]([CH:25]([CH2:28][CH3:29])[CH2:26][CH3:27])=[CH:4][CH:3]=1. The catalyst class is: 6. (4) Reactant: [Cl:1][C:2]1[CH:8]=[CH:7][C:5]([NH2:6])=[C:4]([N:9]2[CH2:14][CH2:13][N:12]([CH2:15][CH2:16][C:17]([F:20])([F:19])[F:18])[CH2:11][CH2:10]2)[CH:3]=1.[NH2:21][C:22]1[CH:30]=[CH:29][C:25]([C:26](O)=[O:27])=[C:24]([F:31])[CH:23]=1.CN(C(ON1N=NC2C=CC=NC1=2)=[N+](C)C)C.F[P-](F)(F)(F)(F)F. Product: [NH2:21][C:22]1[CH:30]=[CH:29][C:25]([C:26]([NH:6][C:5]2[CH:7]=[CH:8][C:2]([Cl:1])=[CH:3][C:4]=2[N:9]2[CH2:14][CH2:13][N:12]([CH2:15][CH2:16][C:17]([F:19])([F:18])[F:20])[CH2:11][CH2:10]2)=[O:27])=[C:24]([F:31])[CH:23]=1. The catalyst class is: 3. (5) Reactant: [CH:1]([C:4]1[C:5]([O:40][CH2:41][C:42]2[CH:47]=[CH:46][CH:45]=[CH:44][CH:43]=2)=[CH:6][C:7]([O:32][CH2:33][C:34]2[CH:39]=[CH:38][CH:37]=[CH:36][CH:35]=2)=[C:8]([C:10]2[N:11]([C:22]3[CH:23]=[C:24]4[C:28](=[CH:29][CH:30]=3)[N:27]([CH3:31])[CH:26]=[CH:25]4)[C:12]([NH:15][C:16]3[CH:21]=CC=CC=3)=[N:13][N:14]=2)[CH:9]=1)([CH3:3])[CH3:2].CN(C)C=[O:51].C(C1NC=CN=1)(=O)C. Product: [CH2:33]([O:32][C:7]1[CH:6]=[C:5]([O:40][CH2:41][C:42]2[CH:43]=[CH:44][CH:45]=[CH:46][CH:47]=2)[C:4]([CH:1]([CH3:2])[CH3:3])=[CH:9][C:8]=1[C:10]1[N:11]([C:22]2[CH:23]=[C:24]3[C:28](=[CH:29][CH:30]=2)[N:27]([CH3:31])[CH:26]=[CH:25]3)[C:12]([NH:15][C:16](=[O:51])[CH3:21])=[N:13][N:14]=1)[C:34]1[CH:39]=[CH:38][CH:37]=[CH:36][CH:35]=1. The catalyst class is: 13.